This data is from Reaction yield outcomes from USPTO patents with 853,638 reactions. The task is: Predict the reaction yield, written as a fraction of the theoretical maximum amount of product (1.0 means a 100% yield; for example, 0.34 means a 34% yield). (1) The product is [Cl:23][C:18]1[CH:19]=[C:20]([O:14][CH:9]([CH:3]2[CH2:4][CH2:5][CH2:6][CH2:7][CH2:8]2)[C:10]([F:12])([F:13])[F:11])[N:21]=[C:16]([NH2:15])[N:17]=1. The catalyst is C1COCC1.C(OCC)(=O)C. The reactants are [H-].[Na+].[CH:3]1([CH:9]([OH:14])[C:10]([F:13])([F:12])[F:11])[CH2:8][CH2:7][CH2:6][CH2:5][CH2:4]1.[NH2:15][C:16]1[N:21]=[C:20](Cl)[CH:19]=[C:18]([Cl:23])[N:17]=1.O. The yield is 0.650. (2) The reactants are [CH2:1]([O:8][C:9]1[CH:18]=[C:17]2[C:12]([C:13](Cl)=[CH:14][CH:15]=[N:16]2)=[CH:11][C:10]=1[O:20][CH3:21])[C:2]1[CH:7]=[CH:6][CH:5]=[CH:4][CH:3]=1.[OH:22][C:23]1[CH:28]=[CH:27][C:26]([CH2:29][C:30]([C:32]2[CH:37]=[CH:36][CH:35]=[CH:34][CH:33]=2)=[O:31])=[CH:25][CH:24]=1. The catalyst is CN(C=O)C. The product is [CH2:1]([O:8][C:9]1[CH:18]=[C:17]2[C:12]([C:13]([O:22][C:23]3[CH:24]=[CH:25][C:26]([CH2:29][C:30]([C:32]4[CH:33]=[CH:34][CH:35]=[CH:36][CH:37]=4)=[O:31])=[CH:27][CH:28]=3)=[CH:14][CH:15]=[N:16]2)=[CH:11][C:10]=1[O:20][CH3:21])[C:2]1[CH:7]=[CH:6][CH:5]=[CH:4][CH:3]=1. The yield is 0.210.